Dataset: NCI-60 drug combinations with 297,098 pairs across 59 cell lines. Task: Regression. Given two drug SMILES strings and cell line genomic features, predict the synergy score measuring deviation from expected non-interaction effect. (1) Drug 1: C1CC(=O)NC(=O)C1N2CC3=C(C2=O)C=CC=C3N. Drug 2: C1=NC2=C(N1)C(=S)N=C(N2)N. Cell line: EKVX. Synergy scores: CSS=32.5, Synergy_ZIP=-10.8, Synergy_Bliss=-2.78, Synergy_Loewe=-20.3, Synergy_HSA=-0.474. (2) Drug 1: CC1=C(C=C(C=C1)C(=O)NC2=CC(=CC(=C2)C(F)(F)F)N3C=C(N=C3)C)NC4=NC=CC(=N4)C5=CN=CC=C5. Drug 2: CS(=O)(=O)CCNCC1=CC=C(O1)C2=CC3=C(C=C2)N=CN=C3NC4=CC(=C(C=C4)OCC5=CC(=CC=C5)F)Cl. Cell line: HS 578T. Synergy scores: CSS=-9.78, Synergy_ZIP=3.13, Synergy_Bliss=0.625, Synergy_Loewe=-10.8, Synergy_HSA=-9.41. (3) Drug 1: CC1=CC2C(CCC3(C2CCC3(C(=O)C)OC(=O)C)C)C4(C1=CC(=O)CC4)C. Drug 2: C1CN1P(=S)(N2CC2)N3CC3. Cell line: OVCAR3. Synergy scores: CSS=1.31, Synergy_ZIP=0.380, Synergy_Bliss=2.73, Synergy_Loewe=-2.63, Synergy_HSA=0.150.